Dataset: Reaction yield outcomes from USPTO patents with 853,638 reactions. Task: Predict the reaction yield, written as a fraction of the theoretical maximum amount of product (1.0 means a 100% yield; for example, 0.34 means a 34% yield). (1) The reactants are [Cl:1][C:2]1[CH:3]=[C:4]([CH:18]=[CH:19][CH:20]=1)[CH2:5][O:6][C:7]1[CH:16]=[C:15]2[C:10]([CH2:11][CH2:12][C:13](=[O:17])[NH:14]2)=[CH:9][CH:8]=1.[CH3:21][C:22]([O:25][C:26](O[C:26]([O:25][C:22]([CH3:24])([CH3:23])[CH3:21])=[O:27])=[O:27])([CH3:24])[CH3:23].C(N(CC)CC)C. The catalyst is C(Cl)Cl.CN(C)C1C=CN=CC=1. The product is [Cl:1][C:2]1[CH:3]=[C:4]([CH:18]=[CH:19][CH:20]=1)[CH2:5][O:6][C:7]1[CH:16]=[C:15]2[C:10]([CH2:11][CH2:12][C:13](=[O:17])[N:14]2[C:26]([O:25][C:22]([CH3:24])([CH3:23])[CH3:21])=[O:27])=[CH:9][CH:8]=1. The yield is 0.810. (2) The reactants are [F:1][C:2]1[CH:7]=[CH:6][C:5]([NH:8][C:9]([C:11]2([C:14]([NH:16][C:17]3[CH:22]=[CH:21][C:20]([O:23][C:24]4[C:33]5[C:28](=[CH:29][C:30]([OH:36])=[C:31]([O:34][CH3:35])[CH:32]=5)[N:27]=[CH:26][N:25]=4)=[C:19]([F:37])[CH:18]=3)=[O:15])[CH2:13][CH2:12]2)=[O:10])=[CH:4][CH:3]=1.O[CH2:39][CH2:40][CH2:41][N:42]1[CH2:47][CH2:46][O:45][CH2:44][CH2:43]1.C1(P(C2C=CC=CC=2)C2C=CC=CC=2)C=CC=CC=1.N(C(OC(C)C)=O)=NC(OC(C)C)=O. The catalyst is ClCCl. The product is [F:37][C:19]1[CH:18]=[C:17]([NH:16][C:14]([C:11]2([C:9]([NH:8][C:5]3[CH:4]=[CH:3][C:2]([F:1])=[CH:7][CH:6]=3)=[O:10])[CH2:13][CH2:12]2)=[O:15])[CH:22]=[CH:21][C:20]=1[O:23][C:24]1[C:33]2[C:28](=[CH:29][C:30]([O:36][CH2:39][CH2:40][CH2:41][N:42]3[CH2:47][CH2:46][O:45][CH2:44][CH2:43]3)=[C:31]([O:34][CH3:35])[CH:32]=2)[N:27]=[CH:26][N:25]=1. The yield is 0.470. (3) The reactants are O=[C:2]1[NH:7][CH2:6][CH2:5][NH:4][CH:3]1[CH2:8][C:9](OC)=[O:10].[H-].[H-].[H-].[H-].[Li+].[Al+3]. The catalyst is C1COCC1. The product is [NH:4]1[CH2:5][CH2:6][NH:7][CH2:2][CH:3]1[CH2:8][CH2:9][OH:10]. The yield is 0.490. (4) The reactants are [CH:1]([C:4]1[CH:9]=[CH:8][C:7]([C:10]([C:15]2[CH:20]=[CH:19][CH:18]=[CH:17][C:16]=2OC)(O)[CH:11]([CH3:13])[CH3:12])=[CH:6][CH:5]=1)([CH3:3])[CH3:2].Br.C(O)(=O)C.[OH2:28]. No catalyst specified. The product is [CH:1]([C:4]1[CH:9]=[CH:8][C:7]([CH:10]2[C:15]3[CH:16]=[CH:17][CH:18]=[CH:19][C:20]=3[O:28][C:11]2([CH3:13])[CH3:12])=[CH:6][CH:5]=1)([CH3:3])[CH3:2]. The yield is 0.890. (5) The reactants are [Cl:1][C:2]1[C:3]([CH2:10][N:11]2[C:19](=[O:20])[C:18]3[C:13](=[CH:14][CH:15]=[CH:16][CH:17]=3)[C:12]2=[O:21])=[N:4][CH:5]=[C:6]([CH:8]=[CH2:9])[CH:7]=1.Br[CH:23]([C:28]1[CH:29]=[C:30]([Cl:36])[C:31]([Cl:35])=[C:32]([Cl:34])[CH:33]=1)[C:24]([F:27])([F:26])[F:25].N1C=CC=CC=1C1C=CC=CN=1. The catalyst is ClC1C=CC=CC=1Cl.Cl[Cu]. The product is [Cl:1][C:2]1[C:3]([CH2:10][N:11]2[C:19](=[O:20])[C:18]3[C:13](=[CH:14][CH:15]=[CH:16][CH:17]=3)[C:12]2=[O:21])=[N:4][CH:5]=[C:6](/[CH:8]=[CH:9]/[CH:23]([C:28]2[CH:29]=[C:30]([Cl:36])[C:31]([Cl:35])=[C:32]([Cl:34])[CH:33]=2)[C:24]([F:26])([F:25])[F:27])[CH:7]=1. The yield is 0.500.